The task is: Predict the reactants needed to synthesize the given product.. This data is from Full USPTO retrosynthesis dataset with 1.9M reactions from patents (1976-2016). (1) Given the product [Cl:17][C:6]1[CH:5]=[N:4][CH:3]=[C:2]([C:22]2[CH:21]=[CH:20][C:19]([F:18])=[C:24]([F:25])[CH:23]=2)[C:7]=1[N:8]1[CH2:13][CH2:12][CH:11]([C:14]([NH2:16])=[O:15])[CH2:10][CH2:9]1, predict the reactants needed to synthesize it. The reactants are: Cl[C:2]1[CH:3]=[N:4][CH:5]=[C:6]([Cl:17])[C:7]=1[N:8]1[CH2:13][CH2:12][CH:11]([C:14]([NH2:16])=[O:15])[CH2:10][CH2:9]1.[F:18][C:19]1[CH:20]=[C:21](B(O)O)[CH:22]=[CH:23][C:24]=1[F:25].C(=O)([O-])[O-].[Na+].[Na+]. (2) Given the product [CH3:15][C:16]([O:25][CH2:11][CH:10]=[CH:9][C:8]1[CH:13]=[CH:14][C:5]([O:4][CH3:3])=[CH:6][CH:7]=1)([CH2:19][CH2:20][CH2:21][CH:22]([CH3:23])[CH3:24])[CH:17]=[CH2:18], predict the reactants needed to synthesize it. The reactants are: [H-].[Na+].[CH3:3][O:4][C:5]1[CH:14]=[CH:13][C:8]([CH:9]=[CH:10][CH2:11]Br)=[CH:7][CH:6]=1.[CH3:15][C:16]([OH:25])([CH2:19][CH2:20][CH2:21][CH:22]([CH3:24])[CH3:23])[CH:17]=[CH2:18]. (3) Given the product [Cl:1][C:2]1[CH:7]=[C:6]([O:8][C:9]2[CH:15]=[CH:14][C:12]([NH:13][C:18](=[O:19])[CH3:17])=[CH:11][C:10]=2[F:16])[CH:5]=[CH:4][N:3]=1, predict the reactants needed to synthesize it. The reactants are: [Cl:1][C:2]1[CH:7]=[C:6]([O:8][C:9]2[CH:15]=[CH:14][C:12]([NH2:13])=[CH:11][C:10]=2[F:16])[CH:5]=[CH:4][N:3]=1.[CH3:17][C:18](OC(C)=O)=[O:19]. (4) Given the product [O:14]1[CH2:15][CH2:16][N:11]([CH2:2][C:3]2[CH:8]=[CH:7][N:6]=[C:5]([C:9]#[N:10])[CH:4]=2)[CH2:12][CH2:13]1, predict the reactants needed to synthesize it. The reactants are: Br[CH2:2][C:3]1[CH:8]=[CH:7][N:6]=[C:5]([C:9]#[N:10])[CH:4]=1.[NH:11]1[CH2:16][CH2:15][O:14][CH2:13][CH2:12]1.